From a dataset of Reaction yield outcomes from USPTO patents with 853,638 reactions. Predict the reaction yield, written as a fraction of the theoretical maximum amount of product (1.0 means a 100% yield; for example, 0.34 means a 34% yield). (1) The reactants are [F:1][C:2]1[C:7]2[O:8][CH2:9][C:10]3[C:15]([C:6]=2[CH:5]=[CH:4][C:3]=1[OH:20])=[CH:14][C:13]([NH:16][C:17](=[O:19])[CH3:18])=[N:12][CH:11]=3.C(O)(C(F)(F)F)=O.C(=O)([O-])[O-].[K+].[K+].CS(O[CH2:39][C@@H:40]([NH:45][C:46]([O:48][C:49]([CH3:52])([CH3:51])[CH3:50])=[O:47])[CH2:41][CH:42]([CH3:44])[CH3:43])(=O)=O. The catalyst is CN(C=O)C.O. The product is [C:49]([O:48][C:46](=[O:47])[NH:45][C@@H:40]([CH2:41][CH:42]([CH3:44])[CH3:43])[CH2:39][O:20][C:3]1[CH:4]=[CH:5][C:6]2[C:15]3[C:10](=[CH:11][N:12]=[C:13]([NH:16][C:17](=[O:19])[CH3:18])[CH:14]=3)[CH2:9][O:8][C:7]=2[C:2]=1[F:1])([CH3:50])([CH3:52])[CH3:51]. The yield is 0.370. (2) The reactants are C1(S([N:10]2[C:22]3[C:21]4[NH:20][C:19](=[O:23])[C:18]([S:24]([C:27]5[CH:32]=[CH:31][CH:30]=[CH:29][CH:28]=5)(=[O:26])=[O:25])=[CH:17][C:16]=4[CH2:15][CH2:14][C:13]=3[CH:12]=[CH:11]2)(=O)=O)C=CC=CC=1.[OH-].[K+].Cl. The catalyst is C(O)C. The product is [C:27]1([S:24]([C:18]2[C:19](=[O:23])[NH:20][C:21]3[C:22]4[NH:10][CH:11]=[CH:12][C:13]=4[CH2:14][CH2:15][C:16]=3[CH:17]=2)(=[O:26])=[O:25])[CH:32]=[CH:31][CH:30]=[CH:29][CH:28]=1. The yield is 0.900. (3) The reactants are Br[C:2]1[CH:3]=[C:4]([N:22]([CH2:29][CH3:30])[CH:23]2[CH2:28][CH2:27][O:26][CH2:25][CH2:24]2)[C:5]([CH3:21])=[C:6]([CH:20]=1)[C:7]([NH:9][CH2:10][C:11]1[C:12](=[O:19])[NH:13][C:14]([CH3:18])=[CH:15][C:16]=1[CH3:17])=[O:8].[CH3:31][N:32]([CH2:34][C:35]1[CH:40]=[CH:39][C:38](B(O)O)=[CH:37][CH:36]=1)[CH3:33].C([O-])([O-])=O.[Na+].[Na+]. The catalyst is O1CCOCC1.O.C1C=CC([P]([Pd]([P](C2C=CC=CC=2)(C2C=CC=CC=2)C2C=CC=CC=2)([P](C2C=CC=CC=2)(C2C=CC=CC=2)C2C=CC=CC=2)[P](C2C=CC=CC=2)(C2C=CC=CC=2)C2C=CC=CC=2)(C2C=CC=CC=2)C2C=CC=CC=2)=CC=1. The product is [CH3:17][C:16]1[CH:15]=[C:14]([CH3:18])[NH:13][C:12](=[O:19])[C:11]=1[CH2:10][NH:9][C:7]([C:6]1[CH:20]=[C:2]([C:38]2[CH:39]=[CH:40][C:35]([CH2:34][N:32]([CH3:33])[CH3:31])=[CH:36][CH:37]=2)[CH:3]=[C:4]([N:22]([CH2:29][CH3:30])[CH:23]2[CH2:28][CH2:27][O:26][CH2:25][CH2:24]2)[C:5]=1[CH3:21])=[O:8]. The yield is 0.538. (4) The reactants are [F:1][C:2]1[CH:3]=[C:4]([CH:8]([N:20]2[CH2:25][CH2:24][CH2:23][CH2:22][CH2:21]2)[C:9]([O:11][C@@H:12]2[CH:17]3[CH2:18][CH2:19][N:14]([CH2:15][CH2:16]3)[CH2:13]2)=[O:10])[CH:5]=[CH:6][CH:7]=1.[Br:26][CH2:27][C:28]([C:30]1[CH:35]=[CH:34][CH:33]=[CH:32][CH:31]=1)=[O:29]. The catalyst is C(#N)C. The product is [Br-:26].[F:1][C:2]1[CH:3]=[C:4]([CH:8]([N:20]2[CH2:25][CH2:24][CH2:23][CH2:22][CH2:21]2)[C:9]([O:11][C@@H:12]2[CH:17]3[CH2:18][CH2:19][N+:14]([CH2:27][C:28](=[O:29])[C:30]4[CH:35]=[CH:34][CH:33]=[CH:32][CH:31]=4)([CH2:15][CH2:16]3)[CH2:13]2)=[O:10])[CH:5]=[CH:6][CH:7]=1. The yield is 0.699. (5) The catalyst is CO.C(O)(=O)C. The product is [Br:3][C:4]1[CH:9]=[C:8]([F:10])[CH:7]=[CH:6][C:5]=1[CH:11]1[CH2:12][CH2:13][CH2:14][NH:15]1. The reactants are [BH4-].[Na+].[Br:3][C:4]1[CH:9]=[C:8]([F:10])[CH:7]=[CH:6][C:5]=1[C:11]1[CH2:12][CH2:13][CH2:14][N:15]=1.O.[OH-].[Na+]. The yield is 0.710. (6) The reactants are [CH3:1][C:2]1[CH:7]=[C:6]([CH3:8])[N:5]2[N:9]=[C:10]([SH:12])[N:11]=[C:4]2[N:3]=1.Br[CH2:14][CH2:15][O:16][C:17]1[CH:22]=[CH:21][C:20]([Cl:23])=[CH:19][CH:18]=1.C(=O)([O-])[O-].[K+].[K+].CN(C)C=O. The catalyst is O. The product is [Cl:23][C:20]1[CH:21]=[CH:22][C:17]([O:16][CH2:15][CH2:14][S:12][C:10]2[N:11]=[C:4]3[N:3]=[C:2]([CH3:1])[CH:7]=[C:6]([CH3:8])[N:5]3[N:9]=2)=[CH:18][CH:19]=1. The yield is 0.850. (7) The reactants are [I:1][C:2]1[CH:3]=[CH:4][C:5]([NH2:10])=[C:6]([CH:9]=1)[CH:7]=O.CCCCCCC=CCCC.[F:22][C:23]([F:32])([F:31])/[CH:24]=[CH:25]/[C:26]([O:28][CH2:29][CH3:30])=[O:27]. The catalyst is CN1CCCN(C)C1=O. The product is [I:1][C:2]1[CH:9]=[C:6]2[C:5](=[CH:4][CH:3]=1)[NH:10][CH:24]([C:23]([F:22])([F:32])[F:31])[C:25]([C:26]([O:28][CH2:29][CH3:30])=[O:27])=[CH:7]2. The yield is 0.500.